Dataset: Drug-target binding data from BindingDB using IC50 measurements. Task: Regression. Given a target protein amino acid sequence and a drug SMILES string, predict the binding affinity score between them. We predict pIC50 (pIC50 = -log10(IC50 in M); higher means more potent). Dataset: bindingdb_ic50. (1) The pIC50 is 5.0. The compound is NCCCC[C@H](N)C(=O)NCC(=O)N[C@@H](Cc1ccc(O)cc1)C(=O)N[C@@H](Cc1ccc(O)cc1)C(=O)NCCCCCC(=O)NCCCOCC(COCCCNC(=O)CCCCCNC(=O)[C@H](Cc1ccc(O)cc1)NC(=O)[C@H](Cc1ccc(O)cc1)NC(=O)CNC(=O)[C@@H](N)CCCCN)(COCCCNC(=O)CCCCCNC(=O)[C@H](Cc1ccc(O)cc1)NC(=O)[C@H](Cc1ccc(O)cc1)NC(=O)CNC(=O)[C@@H](N)CCCCN)NC(=O)CCC(N)=O. The target protein (P25942) has sequence MVRLPLQCVLWGCLLTAVHPEPPTACREKQYLINSQCCSLCQPGQKLVSDCTEFTETECLPCGESEFLDTWNRETHCHQHKYCDPNLGLRVQQKGTSETDTICTCEEGWHCTSEACESCVLHRSCSPGFGVKQIATGVSDTICEPCPVGFFSNVSSAFEKCHPWTSCETKDLVVQQAGTNKTDVVCGPQDRLRALVVIPIIFGILFAILLVLVFIKKVAKKPTNKAPHPKQEPQEINFPDDLPGSNTAAPVQETLHGCQPVTQEDGKESRISVQERQ. (2) The pIC50 is 4.6. The target protein (Q96P20) has sequence MKMASTRCKLARYLEDLEDVDLKKFKMHLEDYPPQKGCIPLPRGQTEKADHVDLATLMIDFNGEEKAWAMAVWIFAAINRRDLYEKAKRDEPKWGSDNARVSNPTVICQEDSIEEEWMGLLEYLSRISICKMKKDYRKKYRKYVRSRFQCIEDRNARLGESVSLNKRYTRLRLIKEHRSQQEREQELLAIGKTKTCESPVSPIKMELLFDPDDEHSEPVHTVVFQGAAGIGKTILARKMMLDWASGTLYQDRFDYLFYIHCREVSLVTQRSLGDLIMSCCPDPNPPIHKIVRKPSRILFLMDGFDELQGAFDEHIGPLCTDWQKAERGDILLSSLIRKKLLPEASLLITTRPVALEKLQHLLDHPRHVEILGFSEAKRKEYFFKYFSDEAQARAAFSLIQENEVLFTMCFIPLVCWIVCTGLKQQMESGKSLAQTSKTTTAVYVFFLSSLLQPRGGSQEHGLCAHLWGLCSLAADGIWNQKILFEESDLRNHGLQKADVS.... The small molecule is O=c1c([N+](=O)[O-])ccc[c-]1C[NH+]=Nc1nc(NCc2ccccc2)nc(N2CCOCC2)n1.